The task is: Predict the reaction yield, written as a fraction of the theoretical maximum amount of product (1.0 means a 100% yield; for example, 0.34 means a 34% yield).. This data is from Reaction yield outcomes from USPTO patents with 853,638 reactions. (1) The reactants are [Cl-].O[NH3+:3].[C:4](=[O:7])([O-])[OH:5].[Na+].CS(C)=O.[CH3:13][C:14]1([CH3:61])[CH2:23][CH:22]([O:24][Si:25]([CH:32]([CH3:34])[CH3:33])([CH:29]([CH3:31])[CH3:30])[CH:26]([CH3:28])[CH3:27])[C:21]2[C:16](=[CH:17][CH:18]=[C:19]([N:35]3[C:40](=[O:41])[C:39]([CH2:42][C:43]4[CH:48]=[CH:47][C:46]([C:49]5[C:50]([C:55]#[N:56])=[CH:51][CH:52]=[CH:53][CH:54]=5)=[CH:45][CH:44]=4)=[C:38]([CH2:57][CH2:58][CH3:59])[N:37]=[C:36]3[CH3:60])[CH:20]=2)[O:15]1. The catalyst is C(OCC)(=O)C. The product is [CH3:61][C:14]1([CH3:13])[CH2:23][CH:22]([O:24][Si:25]([CH:29]([CH3:31])[CH3:30])([CH:32]([CH3:33])[CH3:34])[CH:26]([CH3:27])[CH3:28])[C:21]2[C:16](=[CH:17][CH:18]=[C:19]([N:35]3[C:40](=[O:41])[C:39]([CH2:42][C:43]4[CH:44]=[CH:45][C:46]([C:49]5[CH:54]=[CH:53][CH:52]=[CH:51][C:50]=5[C:55]5[NH:3][C:4](=[O:7])[O:5][N:56]=5)=[CH:47][CH:48]=4)=[C:38]([CH2:57][CH2:58][CH3:59])[N:37]=[C:36]3[CH3:60])[CH:20]=2)[O:15]1. The yield is 1.00. (2) The reactants are [CH3:1][N:2]([CH3:36])[C:3]([C:5]1[N:30]([CH:31]2[CH2:35][CH2:34][CH2:33][CH2:32]2)[C:8]2[N:9]=[C:10]([NH:13][C:14]3[CH:19]=[CH:18][C:17]([C:20]([N:22]4[CH2:28][CH:27]5[CH2:29][CH:24]([CH2:25][NH:26]5)[CH2:23]4)=[O:21])=[CH:16][N:15]=3)[N:11]=[CH:12][C:7]=2[CH:6]=1)=[O:4].CCN(C(C)C)C(C)C.C(=O)([O-])[O-].[K+].[K+].[F:52][C:53]([F:64])([F:63])[CH2:54]OS(C(F)(F)F)(=O)=O. The catalyst is O1CCOCC1.C(Cl)Cl. The product is [CH3:1][N:2]([CH3:36])[C:3]([C:5]1[N:30]([CH:31]2[CH2:35][CH2:34][CH2:33][CH2:32]2)[C:8]2[N:9]=[C:10]([NH:13][C:14]3[CH:19]=[CH:18][C:17]([C:20]([N:22]4[CH2:28][CH:27]5[CH2:29][CH:24]([CH2:25][N:26]5[CH2:54][C:53]([F:64])([F:63])[F:52])[CH2:23]4)=[O:21])=[CH:16][N:15]=3)[N:11]=[CH:12][C:7]=2[CH:6]=1)=[O:4]. The yield is 0.580. (3) The reactants are Br[C:2]1[CH:3]=[C:4]2[C:8](=[CH:9][CH:10]=1)[NH:7][C:6](=[O:11])[C:5]2([CH2:14][CH3:15])[CH2:12][CH3:13].[Cl:16][C:17]1[CH:18]=[C:19](B(O)O)[CH:20]=[CH:21][CH:22]=1.C(=O)([O-])[O-].[K+].[K+]. The catalyst is C(COC)OC.C(O)C.O.C1C=CC([P]([Pd]([P](C2C=CC=CC=2)(C2C=CC=CC=2)C2C=CC=CC=2)([P](C2C=CC=CC=2)(C2C=CC=CC=2)C2C=CC=CC=2)[P](C2C=CC=CC=2)(C2C=CC=CC=2)C2C=CC=CC=2)(C2C=CC=CC=2)C2C=CC=CC=2)=CC=1. The product is [Cl:16][C:17]1[CH:22]=[C:21]([C:2]2[CH:3]=[C:4]3[C:8](=[CH:9][CH:10]=2)[NH:7][C:6](=[O:11])[C:5]3([CH2:14][CH3:15])[CH2:12][CH3:13])[CH:20]=[CH:19][CH:18]=1. The yield is 0.270. (4) The reactants are [CH:1]([C:3]1[NH:7][C:6]([C:8]([OH:10])=O)=[CH:5][C:4]=1[CH3:11])=[O:2].[NH2:12][CH2:13][CH2:14][N:15]1[CH2:20][CH2:19][O:18][CH2:17][CH2:16]1.C(Cl)CCl.C1C=CC2N(O)N=NC=2C=1.C(N(CC)CC)C. The catalyst is C(#N)C. The product is [N:15]1([CH2:14][CH2:13][NH:12][C:8]([C:6]2[NH:7][C:3]([CH:1]=[O:2])=[C:4]([CH3:11])[CH:5]=2)=[O:10])[CH2:20][CH2:19][O:18][CH2:17][CH2:16]1. The yield is 0.530. (5) The reactants are Br[C:2]1[CH:3]=[C:4]2[C:8](=[C:9]([C:11]([NH2:13])=[O:12])[CH:10]=1)[NH:7][CH:6]=[C:5]2[CH:14]1[CH2:19][CH2:18][S:17](=[O:21])(=[O:20])[C:16]([CH3:23])([CH3:22])[CH2:15]1.O1CCOCC1.[S:30]1[CH:34]=[CH:33][C:32](B(O)O)=[CH:31]1.C([O-])([O-])=O.[K+].[K+]. The catalyst is C1C=CC(P(C2C=CC=CC=2)[C-]2C=CC=C2)=CC=1.C1C=CC(P(C2C=CC=CC=2)[C-]2C=CC=C2)=CC=1.Cl[Pd]Cl.[Fe+2].O. The product is [CH3:22][C:16]1([CH3:23])[CH2:15][CH:14]([C:5]2[C:4]3[C:8](=[C:9]([C:11]([NH2:13])=[O:12])[CH:10]=[C:2]([C:32]4[CH:33]=[CH:34][S:30][CH:31]=4)[CH:3]=3)[NH:7][CH:6]=2)[CH2:19][CH2:18][S:17]1(=[O:21])=[O:20]. The yield is 0.190. (6) The reactants are [N+:1]([C:4]([C:11]1[CH:20]=[CH:19][C:18]2[C:13](=[CH:14][CH:15]=[C:16]([O:21][C@H:22]3[CH2:27][CH2:26][C@H:25]([C:28]([F:31])([F:30])[F:29])[CH2:24][CH2:23]3)[CH:17]=2)[CH:12]=1)([CH3:10])[CH2:5][CH2:6][C:7]([OH:9])=[O:8])([O-:3])=[O:2].COC(=O)CCC([N+]([O-])=O)(C1C=CC2C(=CC=C(O[C@H]3CC[C@@H](C(F)(F)F)CC3)C=2)C=1)C. No catalyst specified. The product is [N+:1]([C:4]([C:11]1[CH:20]=[CH:19][C:18]2[C:13](=[CH:14][CH:15]=[C:16]([O:21][C@H:22]3[CH2:23][CH2:24][C@@H:25]([C:28]([F:29])([F:30])[F:31])[CH2:26][CH2:27]3)[CH:17]=2)[CH:12]=1)([CH3:10])[CH2:5][CH2:6][C:7]([OH:9])=[O:8])([O-:3])=[O:2]. The yield is 0.970. (7) The reactants are [CH3:1][N:2]1[C:6]([C:7](=[O:24])[NH:8][C:9]2[CH:14]=[CH:13][N:12]3[N:15]=[C:16]([C:18]4[CH:19]=[N:20][CH:21]=[CH:22][CH:23]=4)[N:17]=[C:11]3[CH:10]=2)=[C:5]([C:25]([OH:27])=O)[CH:4]=[N:3]1.Cl.[C@H:29]12[CH2:35][C@H:32]([NH:33][CH2:34]1)[CH2:31][O:30]2.CCCP(=O)=O.C(N(CC)C(C)C)(C)C. The catalyst is O1CCCC1. The product is [N:20]1[CH:21]=[CH:22][CH:23]=[C:18]([C:16]2[N:17]=[C:11]3[CH:10]=[C:9]([NH:8][C:7]([C:6]4[N:2]([CH3:1])[N:3]=[CH:4][C:5]=4[C:25]([N:33]4[CH2:34][C@H:29]5[CH2:35][C@@H:32]4[CH2:31][O:30]5)=[O:27])=[O:24])[CH:14]=[CH:13][N:12]3[N:15]=2)[CH:19]=1. The yield is 0.531. (8) The reactants are [N+:1]([C:4]1[CH:12]=[CH:11][CH:10]=[C:9]2[C:5]=1[CH2:6][O:7][C:8]2=[O:13])([O-])=O. The catalyst is C(OCC)(=O)C.[Pd]. The product is [NH2:1][C:4]1[CH:12]=[CH:11][CH:10]=[C:9]2[C:5]=1[CH2:6][O:7][C:8]2=[O:13]. The yield is 0.960. (9) The reactants are [C:1]([NH:8][CH:9]1[CH2:12][C:11](=C)[CH2:10]1)([O:3][C:4]([CH3:7])([CH3:6])[CH3:5])=[O:2].C([O-])([O-])=[O:15].[K+].[K+]. The catalyst is C(Cl)Cl.O.[Cl-].C([N+](CCCC)(CCCC)CCCC)CCC. The product is [C:1]([NH:8][CH:9]1[CH2:12][C:11](=[O:15])[CH2:10]1)([O:3][C:4]([CH3:7])([CH3:6])[CH3:5])=[O:2]. The yield is 0.720.